Dataset: Full USPTO retrosynthesis dataset with 1.9M reactions from patents (1976-2016). Task: Predict the reactants needed to synthesize the given product. (1) Given the product [C:1]([S:20][CH2:21][CH2:22][N:23]1[CH:27]=[CH:26][N:25]=[C:24]1[S:28][CH2:29][C:30]([O-:32])=[O:31])([C:2]1[CH:7]=[CH:6][CH:5]=[CH:4][CH:3]=1)([C:8]1[CH:9]=[CH:10][CH:11]=[CH:12][CH:13]=1)[C:14]1[CH:15]=[CH:16][CH:17]=[CH:18][CH:19]=1.[Li+:36], predict the reactants needed to synthesize it. The reactants are: [C:1]([S:20][CH2:21][CH2:22][N:23]1[CH:27]=[CH:26][N:25]=[C:24]1[S:28][CH2:29][C:30]([O:32]C)=[O:31])([C:14]1[CH:19]=[CH:18][CH:17]=[CH:16][CH:15]=1)([C:8]1[CH:13]=[CH:12][CH:11]=[CH:10][CH:9]=1)[C:2]1[CH:7]=[CH:6][CH:5]=[CH:4][CH:3]=1.CO.[Li+:36].[OH-]. (2) Given the product [CH3:16][O:17][C:18](=[O:29])[CH:19]([NH:20][C:10]1[CH:11]=[CH:12][CH:13]=[CH:14][C:9]=1[C:1](=[O:8])[C:2]1[CH:7]=[CH:6][CH:5]=[N:4][CH:3]=1)[CH2:21][C:22]1[CH:27]=[CH:26][C:25]([OH:28])=[CH:24][CH:23]=1, predict the reactants needed to synthesize it. The reactants are: [C:1]([CH:9]1[CH2:14][CH2:13][CH2:12][CH2:11][C:10]1=O)(=[O:8])[C:2]1[CH:7]=[CH:6][CH:5]=[N:4][CH:3]=1.[CH3:16][O:17][C:18](=[O:29])[C@H:19]([CH2:21][C:22]1[CH:27]=[CH:26][C:25]([OH:28])=[CH:24][CH:23]=1)[NH2:20].O.CO. (3) Given the product [C:1]([C:3]1([C:6]2[CH:7]=[C:8]([CH:13]=[CH:14][CH:15]=2)[C:9]([OH:11])=[O:10])[CH2:4][CH2:5]1)#[N:2], predict the reactants needed to synthesize it. The reactants are: [C:1]([C:3]1([C:6]2[CH:7]=[C:8]([CH:13]=[CH:14][CH:15]=2)[C:9]([O:11]C)=[O:10])[CH2:5][CH2:4]1)#[N:2].[OH-].[Li+].CO.O.